From a dataset of Retrosynthesis with 50K atom-mapped reactions and 10 reaction types from USPTO. Predict the reactants needed to synthesize the given product. (1) Given the product Cc1cccc(Cn2c3cc(C)cc(O)c3c3c(C(N)=O)cccc32)c1, predict the reactants needed to synthesize it. The reactants are: COC(=O)c1cccc2c1c1c(O)cc(C)cc1n2Cc1cccc(C)c1.[NH4+]. (2) The reactants are: COc1ccc2ncc(=O)n(CCN3CCC(NC(=O)OC(C)(C)C)CC3)c2c1. Given the product COc1ccc2ncc(=O)n(CCN3CCC(N)CC3)c2c1, predict the reactants needed to synthesize it. (3) Given the product N#Cc1cc(Cl)cc(Oc2c(C(F)(F)F)ccnc2O)c1, predict the reactants needed to synthesize it. The reactants are: N#C[Cu].Oc1nccc(C(F)(F)F)c1Oc1cc(Cl)cc(Br)c1. (4) Given the product N#Cc1nn(-c2c(Cl)cc(C(F)(F)F)cc2Cl)c(N)c1S(=O)C(F)(F)F, predict the reactants needed to synthesize it. The reactants are: N#Cc1nn(-c2c(Cl)cc(C(F)(F)F)cc2Cl)c(N)c1S(=O)(=O)C(F)(F)F.